This data is from Catalyst prediction with 721,799 reactions and 888 catalyst types from USPTO. The task is: Predict which catalyst facilitates the given reaction. (1) Product: [CH3:3][CH:2]([N:4]1[C:12](/[CH:13]=[CH:14]/[CH:15]([OH:24])[CH2:16][CH:17]([OH:23])[CH2:18][C:19]([O-:21])=[O:20])=[C:11]([C:25]2[CH:26]=[CH:27][C:28]([F:31])=[CH:29][CH:30]=2)[C:10]2[CH:9]=[CH:8][CH:7]=[CH:6][C:5]1=2)[CH3:1].[Na+:33]. The catalyst class is: 97. Reactant: [CH3:1][CH:2]([N:4]1[C:12](/[CH:13]=[CH:14]/[C@H:15]([OH:24])[CH2:16][C@H:17]([OH:23])[CH2:18][C:19]([O:21]C)=[O:20])=[C:11]([C:25]2[CH:30]=[CH:29][C:28]([F:31])=[CH:27][CH:26]=2)[C:10]2[C:5]1=[CH:6][CH:7]=[CH:8][CH:9]=2)[CH3:3].[OH-].[Na+:33].CC(OC)(C)C. (2) Reactant: [Li+].C[Si]([N-][Si](C)(C)C)(C)C.[Br:11][C:12]1[CH:17]=[CH:16][N:15]=[C:14](F)[CH:13]=1.[CH:19]1([C:22]#[N:23])[CH2:21][CH2:20]1.C1(C)C=CC=CC=1. Product: [Br:11][C:12]1[CH:17]=[CH:16][N:15]=[C:14]([C:19]2([C:22]#[N:23])[CH2:21][CH2:20]2)[CH:13]=1. The catalyst class is: 6. (3) Reactant: [F:1][C:2]1[CH:7]=[CH:6][C:5]([C:8]2[C:9]([NH2:20])=[N:10][CH:11]=[N:12][C:13]=2[N:14]2[CH2:19][CH2:18][NH:17][CH2:16][CH2:15]2)=[CH:4][CH:3]=1.[F:21][C:22]([F:32])([F:31])[C:23]1[CH:24]=[C:25]([CH:28]=[CH:29][CH:30]=1)[CH:26]=O.C[Si]([C:37]#[N:38])(C)C. Product: [NH2:20][C:9]1[N:10]=[CH:11][N:12]=[C:13]([N:14]2[CH2:19][CH2:18][N:17]([CH:26]([C:25]3[CH:28]=[CH:29][CH:30]=[C:23]([C:22]([F:32])([F:31])[F:21])[CH:24]=3)[C:37]#[N:38])[CH2:16][CH2:15]2)[C:8]=1[C:5]1[CH:6]=[CH:7][C:2]([F:1])=[CH:3][CH:4]=1. The catalyst class is: 10. (4) Reactant: [Br:1][C:2]1[CH:3]=[C:4]([O:10][CH2:11][C:12]#C)[C:5]([F:9])=[C:6]([F:8])[CH:7]=1.[F-].[Cs+].[CH2:16](N(CC)C1C=CC=CC=1)C. Product: [Br:1][C:2]1[C:3]2[CH:16]=[C:11]([CH3:12])[O:10][C:4]=2[C:5]([F:9])=[C:6]([F:8])[CH:7]=1. The catalyst class is: 237.